Dataset: Full USPTO retrosynthesis dataset with 1.9M reactions from patents (1976-2016). Task: Predict the reactants needed to synthesize the given product. Given the product [C:1]([O:5][C:6](=[O:7])[NH:8][C@H:9]1[CH2:14][CH2:13][CH2:12][C@@H:11]([C:15](=[O:17])[NH2:24])[CH2:10]1)([CH3:4])([CH3:3])[CH3:2], predict the reactants needed to synthesize it. The reactants are: [C:1]([O:5][C:6]([NH:8][C@@H:9]1[CH2:14][CH2:13][CH2:12][C@H:11]([C:15]([OH:17])=O)[CH2:10]1)=[O:7])([CH3:4])([CH3:3])[CH3:2].ClC(OCC)=O.[NH4+:24].[OH-].